Predict the reactants needed to synthesize the given product. From a dataset of Full USPTO retrosynthesis dataset with 1.9M reactions from patents (1976-2016). (1) Given the product [CH:11]([OH:13])=[O:12].[CH2:61]([N:58]1[C:54]2=[N:55][C:56]([CH3:57])=[C:51]([CH2:50][NH:49][C:11]([C:10]3[CH:9]=[CH:8][C:7]([N:1]4[CH2:2][CH2:3][O:4][CH2:5][CH2:6]4)=[CH:15][CH:14]=3)=[O:13])[C:52]([NH:63][CH:64]3[CH2:65][CH2:66][N:67]([C:70]([NH2:72])=[O:71])[CH2:68][CH2:69]3)=[C:53]2[CH:60]=[N:59]1)[CH3:62], predict the reactants needed to synthesize it. The reactants are: [N:1]1([C:7]2[CH:15]=[CH:14][C:10]([C:11]([OH:13])=[O:12])=[CH:9][CH:8]=2)[CH2:6][CH2:5][O:4][CH2:3][CH2:2]1.CN(C(ON1N=NC2C=CC=NC1=2)=[N+](C)C)C.F[P-](F)(F)(F)(F)F.CCN(C(C)C)C(C)C.[NH2:49][CH2:50][C:51]1[C:52]([NH:63][CH:64]2[CH2:69][CH2:68][N:67]([C:70]([NH2:72])=[O:71])[CH2:66][CH2:65]2)=[C:53]2[CH:60]=[N:59][N:58]([CH2:61][CH3:62])[C:54]2=[N:55][C:56]=1[CH3:57]. (2) Given the product [CH:40]1([NH:39][C:26]2[N:25]=[C:24]([NH:1][C:2]3[CH:7]=[CH:6][C:5]([N:8]4[CH2:13][CH2:12][CH:11]([N:14]5[CH2:19][CH2:18][CH2:17][CH:16]([OH:20])[CH2:15]5)[CH2:10][CH2:9]4)=[CH:4][C:3]=3[O:21][CH3:22])[N:32]=[C:31]3[C:27]=2[N:28]=[CH:29][NH:30]3)[CH2:41][CH2:42][CH2:43][CH2:44][CH2:45]1, predict the reactants needed to synthesize it. The reactants are: [NH2:1][C:2]1[CH:7]=[CH:6][C:5]([N:8]2[CH2:13][CH2:12][CH:11]([N:14]3[CH2:19][CH2:18][CH2:17][CH:16]([OH:20])[CH2:15]3)[CH2:10][CH2:9]2)=[CH:4][C:3]=1[O:21][CH3:22].Cl[C:24]1[N:32]=[C:31]2[C:27]([N:28]=[CH:29][N:30]2C2CCCCO2)=[C:26]([NH:39][CH:40]2[CH2:45][CH2:44][CH2:43][CH2:42][CH2:41]2)[N:25]=1.